This data is from Catalyst prediction with 721,799 reactions and 888 catalyst types from USPTO. The task is: Predict which catalyst facilitates the given reaction. (1) Reactant: [NH:1]([CH2:5][CH2:6][OH:7])[CH2:2][CH2:3][OH:4].C(N(C(C)C)CC)(C)C.Br[CH2:18][CH2:19][CH2:20][CH2:21][CH2:22][CH2:23][CH2:24][CH2:25][CH2:26][CH2:27][CH2:28][CH2:29][CH2:30][CH2:31][CH2:32][CH3:33]. Product: [CH2:33]([N:1]([CH2:5][CH2:6][OH:7])[CH2:2][CH2:3][OH:4])[CH2:32][CH2:31][CH2:30][CH2:29][CH2:28][CH2:27][CH2:26][CH2:25][CH2:24][CH2:23][CH2:22][CH2:21][CH2:20][CH2:19][CH3:18]. The catalyst class is: 5. (2) Reactant: C([O-])([O-])=O.[K+].[K+].[C:7]1([OH:13])[CH:12]=[CH:11][CH:10]=[CH:9][CH:8]=1.Br[CH2:15][CH2:16][CH2:17][Cl:18]. Product: [Cl:18][CH2:17][CH2:16][CH2:15][O:13][C:7]1[CH:12]=[CH:11][CH:10]=[CH:9][CH:8]=1. The catalyst class is: 21. (3) Reactant: [C:1]([O-:4])([O-])=O.[K+].[K+].[OH:7][C:8]1[CH:15]=[C:14]([O:16][CH2:17][O:18][CH3:19])[CH:13]=[CH:12][C:9]=1[CH:10]=O.[CH3:20][CH:21]([CH3:25])[C:22](=O)C.CCOC(C)=O. Product: [CH3:19][O:18][CH2:17][O:16][C:14]1[CH:15]=[C:8]2[C:9]([CH:10]=[C:20]([CH:1]=[O:4])[C:21]([CH3:25])([CH3:22])[O:7]2)=[CH:12][CH:13]=1. The catalyst class is: 12.